Dataset: Full USPTO retrosynthesis dataset with 1.9M reactions from patents (1976-2016). Task: Predict the reactants needed to synthesize the given product. (1) Given the product [Cl:44][C:45]1[CH:50]=[CH:49][N:48]=[C:47]([CH2:51][NH:52][C:53]2[O:54][C:55]3[C:61]([O:62][CH3:63])=[CH:60][C:59]([C:64]([N:41]4[CH2:40][CH:39]([CH3:42])[NH:38][C:37](=[O:43])[CH:36]4[CH2:34][CH3:35])=[O:65])=[CH:58][C:56]=3[N:57]=2)[CH:46]=1, predict the reactants needed to synthesize it. The reactants are: C(N(CC)C(C)C)(C)C.CN(C(ON1N=NC2C=CC=NC1=2)=[N+](C)C)C.F[P-](F)(F)(F)(F)F.[CH2:34]([CH:36]1[NH:41][CH2:40][CH:39]([CH3:42])[NH:38][C:37]1=[O:43])[CH3:35].[Cl:44][C:45]1[CH:50]=[CH:49][N:48]=[C:47]([CH2:51][NH:52][C:53]2[O:54][C:55]3[C:61]([O:62][CH3:63])=[CH:60][C:59]([C:64](O)=[O:65])=[CH:58][C:56]=3[N:57]=2)[CH:46]=1. (2) The reactants are: [Cl:1][C:2]1[C:7]([C:8]2[N:12]([S:13]([C:16]3[CH:21]=[CH:20][CH:19]=[C:18]([C:22]#[N:23])[CH:17]=3)(=[O:15])=[O:14])[CH:11]=[C:10]([CH2:24][N:25](C)[C:26](=O)OC(C)(C)C)[C:9]=2[F:34])=[CH:6][CH:5]=[CH:4][N:3]=1.C(OCC)(=O)C.Cl. Given the product [Cl:1][C:2]1[C:7]([C:8]2[N:12]([S:13]([C:16]3[CH:17]=[C:18]([CH:19]=[CH:20][CH:21]=3)[C:22]#[N:23])(=[O:14])=[O:15])[CH:11]=[C:10]([CH2:24][NH:25][CH3:26])[C:9]=2[F:34])=[CH:6][CH:5]=[CH:4][N:3]=1, predict the reactants needed to synthesize it. (3) The reactants are: [N:1]1([CH2:6][CH2:7][O:8][C:9]2[CH:10]=[C:11]3[C:16](=[CH:17][CH:18]=2)[C:15](=[O:19])[CH2:14][CH2:13][CH2:12]3)[CH:5]=[CH:4][N:3]=[CH:2]1.[CH2:20]([N:22]([CH2:25][CH2:26][O:27][C:28]1[CH:35]=[CH:34][C:31]([CH:32]=O)=[CH:30][CH:29]=1)[CH2:23][CH3:24])[CH3:21]. Given the product [CH2:23]([N:22]([CH2:20][CH3:21])[CH2:25][CH2:26][O:27][C:28]1[CH:29]=[CH:30][C:31]([CH:32]=[C:14]2[CH2:13][CH2:12][C:11]3[C:16](=[CH:17][CH:18]=[C:9]([O:8][CH2:7][CH2:6][N:1]4[CH:5]=[CH:4][N:3]=[CH:2]4)[CH:10]=3)[C:15]2=[O:19])=[CH:34][CH:35]=1)[CH3:24], predict the reactants needed to synthesize it. (4) Given the product [F:26][C:27]1[CH:32]=[CH:31][C:30]([O:33][C:5]2[N:10]=[C:9]([C:11]3[CH:16]=[CH:15][C:14]([Cl:17])=[CH:13][C:12]=3[Cl:18])[C:8]([C:19]3[CH:24]=[CH:23][C:22]([Cl:25])=[CH:21][CH:20]=3)=[CH:7][N:6]=2)=[CH:29][CH:28]=1, predict the reactants needed to synthesize it. The reactants are: CS([C:5]1[N:10]=[C:9]([C:11]2[CH:16]=[CH:15][C:14]([Cl:17])=[CH:13][C:12]=2[Cl:18])[C:8]([C:19]2[CH:24]=[CH:23][C:22]([Cl:25])=[CH:21][CH:20]=2)=[CH:7][N:6]=1)(=O)=O.[F:26][C:27]1[CH:32]=[CH:31][C:30]([OH:33])=[CH:29][CH:28]=1.C([O-])([O-])=O.[K+].[K+].COCCOCCN(CCOCCOC)CCOCCOC. (5) Given the product [CH3:24][O:23][C:17]1[CH:16]=[C:15]([NH:12][C:13]([NH:11][CH2:10][CH2:9][CH2:8][CH2:7][N:6]2[C:2]([CH3:1])=[CH:3][N:4]=[CH:5]2)=[S:14])[CH:20]=[CH:19][C:18]=1[O:21][CH3:22], predict the reactants needed to synthesize it. The reactants are: [CH3:1][C:2]1[N:6]([CH2:7][CH2:8][CH2:9][CH2:10][NH2:11])[CH:5]=[N:4][CH:3]=1.[N:12]([C:15]1[CH:20]=[CH:19][C:18]([O:21][CH3:22])=[C:17]([O:23][CH3:24])[CH:16]=1)=[C:13]=[S:14]. (6) Given the product [CH:8]1[C:9]2[C:4](=[CH:3][CH:2]=[CH:11][CH:10]=2)[CH:5]=[CH:6][CH:7]=1, predict the reactants needed to synthesize it. The reactants are: C[C:2]1[CH:11]=[CH:10][C:9]2[C:4](=[CH:5][CH:6]=[CH:7][CH:8]=2)[CH:3]=1.C(C1C=CC2C(=CC=C(C(C)C)C=2)C=1)(C)C.C(C1C2C(=CC=CC=2)C=CC=1)=CC1C=CC=CC=1.COC1C=CC2C(=CC=CC=2)C=1. (7) Given the product [CH2:1]([C:8]1([N:15]([CH3:16])[CH3:17])[CH2:13][CH2:12][CH:11]([OH:14])[CH2:10][CH2:9]1)[C:2]1[CH:7]=[CH:6][CH:5]=[CH:4][CH:3]=1, predict the reactants needed to synthesize it. The reactants are: [CH2:1]([C:8]1([N:15]([CH3:17])[CH3:16])[CH2:13][CH2:12][C:11](=[O:14])[CH2:10][CH2:9]1)[C:2]1[CH:7]=[CH:6][CH:5]=[CH:4][CH:3]=1.B([O-])=O.[Na+].P([O-])([O-])([O-])=O. (8) Given the product [Cl:19][C:10]1[CH:9]=[CH:8][N:7]=[C:6]2[NH:12][C:3]([C:2]([F:14])([F:13])[F:1])=[CH:4][C:5]=12, predict the reactants needed to synthesize it. The reactants are: [F:1][C:2]([F:14])([F:13])[C:3]1[NH:12][C:6]2=[N+:7]([O-])[CH:8]=[CH:9][CH:10]=[C:5]2[CH:4]=1.CS([Cl:19])(=O)=O.S(Cl)(Cl)(=O)=O.[OH-].[Na+]. (9) Given the product [N:19]1[CH:20]=[CH:21][C:22]([C:25]2[CH:33]=[C:32]3[C:28]([C:29]([NH:42][C:43](=[O:47])[CH2:44][CH2:45][CH3:46])=[N:30][NH:31]3)=[CH:27][CH:26]=2)=[CH:23][CH:24]=1, predict the reactants needed to synthesize it. The reactants are: [F-].C([N+](CCCC)(CCCC)CCCC)CCC.[N:19]1[CH:24]=[CH:23][C:22]([C:25]2[CH:33]=[C:32]3[C:28]([C:29]([NH:42][C:43](=[O:47])[CH2:44][CH2:45][CH3:46])=[N:30][N:31]3COCC[Si](C)(C)C)=[CH:27][CH:26]=2)=[CH:21][CH:20]=1.C(OCC)(=O)C.C(=O)([O-])O.[Na+].